Predict the reaction yield, written as a fraction of the theoretical maximum amount of product (1.0 means a 100% yield; for example, 0.34 means a 34% yield). From a dataset of Reaction yield outcomes from USPTO patents with 853,638 reactions. (1) The reactants are [Br:1][C:2]1[CH:3]=[C:4]([CH2:8][CH2:9][C:10]#[N:11])[CH:5]=[CH:6][CH:7]=1.[CH:12](OCC)=[O:13].[H-].[Na+].Cl. The catalyst is C1COCC1.O. The product is [Br:1][C:2]1[CH:3]=[C:4]([CH2:8][CH:9]([CH:12]=[O:13])[C:10]#[N:11])[CH:5]=[CH:6][CH:7]=1. The yield is 0.200. (2) The reactants are [CH3:1][O:2][C:3]([C:5]1[S:6][C:7]([C:26]2[CH:31]=[CH:30][CH:29]=[CH:28][CH:27]=2)=[CH:8][C:9]=1[N:10]([C:17]([CH:19]1[CH2:24][CH2:23][CH:22]([CH3:25])[CH2:21][CH2:20]1)=[O:18])[CH:11]1[CH2:16][CH2:15][NH:14][CH2:13][CH2:12]1)=[O:4].C([O-])([O-])=O.[K+].[K+].[N:38]#[C:39]Br. The catalyst is C(Cl)Cl. The product is [CH3:1][O:2][C:3]([C:5]1[S:6][C:7]([C:26]2[CH:27]=[CH:28][CH:29]=[CH:30][CH:31]=2)=[CH:8][C:9]=1[N:10]([CH:11]1[CH2:16][CH2:15][N:14]([C:39]#[N:38])[CH2:13][CH2:12]1)[C:17]([CH:19]1[CH2:20][CH2:21][CH:22]([CH3:25])[CH2:23][CH2:24]1)=[O:18])=[O:4]. The yield is 0.740. (3) The reactants are Br[C:2]1[C:10]2[O:9][CH2:8][CH:7]([C:11]3[CH:16]=[CH:15][C:14]([CH:17]([CH3:19])[CH3:18])=[CH:13][CH:12]=3)[C:6]=2[C:5]([CH3:20])=[C:4]([NH:21][C:22](=[O:28])[CH2:23][C:24]([CH3:27])([CH3:26])[CH3:25])[C:3]=1[CH3:29].[F:30][C:31]1[N:36]=[CH:35][C:34](B(O)O)=[CH:33][CH:32]=1. The catalyst is CCCCCC.C(OCC)(=O)C. The product is [F:30][C:31]1[N:36]=[CH:35][C:34]([C:2]2[C:10]3[O:9][CH2:8][CH:7]([C:11]4[CH:16]=[CH:15][C:14]([CH:17]([CH3:18])[CH3:19])=[CH:13][CH:12]=4)[C:6]=3[C:5]([CH3:20])=[C:4]([NH:21][C:22](=[O:28])[CH2:23][C:24]([CH3:27])([CH3:26])[CH3:25])[C:3]=2[CH3:29])=[CH:33][CH:32]=1. The yield is 0.580.